This data is from Full USPTO retrosynthesis dataset with 1.9M reactions from patents (1976-2016). The task is: Predict the reactants needed to synthesize the given product. (1) Given the product [Cl:1][C:2]1[CH:7]=[CH:6][C:5]([C:8]2[C:13]([C:14]([NH2:26])=[O:15])=[C:12]([CH3:17])[N:11]=[CH:10][CH:9]=2)=[C:4]([F:18])[CH:3]=1, predict the reactants needed to synthesize it. The reactants are: [Cl:1][C:2]1[CH:7]=[CH:6][C:5]([C:8]2[C:13]([C:14](O)=[O:15])=[C:12]([CH3:17])[N:11]=[CH:10][CH:9]=2)=[C:4]([F:18])[CH:3]=1.C(Cl)(=O)C(Cl)=O.C[N:26](C=O)C.[Cl-].[NH4+]. (2) Given the product [F:1][C:2]1[CH:10]=[C:9]2[C:5]([C:6]([C:29]3[CH:30]=[C:31]4[C:35](=[CH:36][CH:37]=3)[NH:34][N:33]=[CH:32]4)=[CH:7][N:8]2[S:11]([C:14]2[CH:19]=[CH:18][CH:17]=[CH:16][CH:15]=2)(=[O:13])=[O:12])=[CH:4][CH:3]=1, predict the reactants needed to synthesize it. The reactants are: [F:1][C:2]1[CH:10]=[C:9]2[C:5]([C:6](I)=[CH:7][N:8]2[S:11]([C:14]2[CH:19]=[CH:18][CH:17]=[CH:16][CH:15]=2)(=[O:13])=[O:12])=[CH:4][CH:3]=1.CC1(C)C(C)(C)OB([C:29]2[CH:30]=[C:31]3[C:35](=[CH:36][CH:37]=2)[NH:34][N:33]=[CH:32]3)O1.C([O-])([O-])=O.[Cs+].[Cs+].C(Cl)Cl. (3) Given the product [Cl:19][C:16]1[S:15][C:14]([C:12]([NH:11][C@@H:7]2[C@@H:8]([OH:10])[CH2:9][C@H:5]([C:3]([OH:4])=[O:2])[CH2:6]2)=[O:13])=[CH:18][CH:17]=1, predict the reactants needed to synthesize it. The reactants are: C[O:2][C:3]([C@H:5]1[CH2:9][C@H:8]([OH:10])[C@@H:7]([NH:11][C:12]([C:14]2[S:15][C:16]([Cl:19])=[CH:17][CH:18]=2)=[O:13])[CH2:6]1)=[O:4].[OH-].[Na+]. (4) Given the product [CH2:1]([NH:8][C:9]1[N:17]=[C:16]([Cl:18])[CH:15]=[CH:14][C:10]=1[C:11]#[N:13])[C:2]1[CH:3]=[CH:4][CH:5]=[CH:6][CH:7]=1, predict the reactants needed to synthesize it. The reactants are: [CH2:1]([NH:8][C:9]1[N:17]=[C:16]([Cl:18])[CH:15]=[CH:14][C:10]=1[C:11]([NH2:13])=O)[C:2]1[CH:7]=[CH:6][CH:5]=[CH:4][CH:3]=1.N1C=CC=CC=1.O=P(Cl)(Cl)Cl.[OH-].[Na+]. (5) Given the product [S:21]1[C:17]2[CH:16]=[C:15]([NH:14][C:2]3[CH:9]=[C:8]([NH:10][CH:11]([CH3:13])[CH3:12])[C:5]([C:6]#[N:7])=[CH:4][N:3]=3)[CH:23]=[CH:22][C:18]=2[N:19]=[CH:20]1, predict the reactants needed to synthesize it. The reactants are: Cl[C:2]1[CH:9]=[C:8]([NH:10][CH:11]([CH3:13])[CH3:12])[C:5]([C:6]#[N:7])=[CH:4][N:3]=1.[NH2:14][C:15]1[CH:23]=[CH:22][C:18]2[N:19]=[CH:20][S:21][C:17]=2[CH:16]=1.CC1(C)C2C(=C(P(C3C=CC=CC=3)C3C=CC=CC=3)C=CC=2)OC2C(P(C3C=CC=CC=3)C3C=CC=CC=3)=CC=CC1=2.C([O-])([O-])=O.[Na+].[Na+].